From a dataset of Catalyst prediction with 721,799 reactions and 888 catalyst types from USPTO. Predict which catalyst facilitates the given reaction. (1) Reactant: [ClH:1].O.[NH:3]1[CH2:8][CH2:7][C:6](=O)[CH2:5][CH2:4]1.Cl.[C:11]1([NH:17]N)[CH:16]=[CH:15][CH:14]=[CH:13][CH:12]=1. Product: [ClH:1].[CH2:4]1[C:5]2[C:16]3[CH:15]=[CH:14][CH:13]=[CH:12][C:11]=3[NH:17][C:6]=2[CH2:7][CH2:8][NH:3]1. The catalyst class is: 8. (2) Reactant: C([O:3][C:4](=[O:20])[CH2:5][C:6]1([OH:19])[CH2:11][CH2:10][N:9]([C:12]([O:14][C:15]([CH3:18])([CH3:17])[CH3:16])=[O:13])[CH2:8][CH2:7]1)C.[OH-].[Na+]. Product: [C:15]([O:14][C:12]([N:9]1[CH2:8][CH2:7][C:6]([CH2:5][C:4]([OH:20])=[O:3])([OH:19])[CH2:11][CH2:10]1)=[O:13])([CH3:18])([CH3:16])[CH3:17]. The catalyst class is: 24. (3) Reactant: [CH3:1][C:2]1([CH3:30])[C:26](=[O:27])[CH2:25][CH2:24][C@@:23]2([CH3:28])[C:3]1=[CH:4][CH2:5][C:6]1[C@H:7]3[C@:19]([CH3:29])([CH2:20][CH2:21][C:22]=12)[C@@H:10]([C@H:11]([CH3:18])[CH2:12][CH2:13][CH2:14][CH:15]([CH3:17])[CH3:16])[CH2:9][CH2:8]3. Product: [CH3:30][C:2]1([CH3:1])[C@@H:26]([OH:27])[CH2:25][CH2:24][C@@:23]2([CH3:28])[C:3]1=[CH:4][CH2:5][C:6]1[C@H:7]3[C@:19]([CH3:29])([CH2:20][CH2:21][C:22]=12)[C@@H:10]([C@H:11]([CH3:18])[CH2:12][CH2:13][CH2:14][CH:15]([CH3:17])[CH3:16])[CH2:9][CH2:8]3. The catalyst class is: 7. (4) Reactant: [H-].[Al+3].[Li+].[H-].[H-].[H-].[C:7]([N:14]1[CH2:19][CH2:18][CH:17]([CH2:20][CH2:21][S:22]([C:25]2[CH:35]=[CH:34][C:28]([C:29](OCC)=[O:30])=[CH:27][CH:26]=2)(=[O:24])=[O:23])[CH2:16][CH2:15]1)([O:9][C:10]([CH3:13])([CH3:12])[CH3:11])=[O:8].C(OCC)(=O)C.[OH-].[Na+]. Product: [C:7]([N:14]1[CH2:19][CH2:18][CH:17]([CH2:20][CH2:21][S:22]([C:25]2[CH:26]=[CH:27][C:28]([CH2:29][OH:30])=[CH:34][CH:35]=2)(=[O:23])=[O:24])[CH2:16][CH2:15]1)([O:9][C:10]([CH3:12])([CH3:13])[CH3:11])=[O:8]. The catalyst class is: 20. (5) Reactant: [NH2:1][C:2]1[N:10]=[C:9]([F:11])[CH:8]=[CH:7][C:3]=1[C:4]([OH:6])=O.[CH3:12][C:13]1[CH:14]=[C:15]([O:19][C:20]2[CH:21]=[C:22]([CH:25]=[CH:26][CH:27]=2)[CH2:23][NH2:24])[CH:16]=[CH:17][CH:18]=1.CN([P+](ON1N=NC2C=CC=CC1=2)(N(C)C)N(C)C)C.F[P-](F)(F)(F)(F)F.C(=O)(O)[O-].[Na+]. Product: [CH3:12][C:13]1[CH:14]=[C:15]([O:19][C:20]2[CH:21]=[C:22]([CH2:23][NH:24][C:4](=[O:6])[C:3]3[CH:7]=[CH:8][C:9]([F:11])=[N:10][C:2]=3[NH2:1])[CH:25]=[CH:26][CH:27]=2)[CH:16]=[CH:17][CH:18]=1. The catalyst class is: 338. (6) Reactant: CC1C=CC(S(O[C@H:12]([CH2:15][CH:16]([CH3:21])[CH2:17][CH2:18][CH:19]=[CH2:20])[CH2:13][CH3:14])(=O)=O)=CC=1.[CH2:22]([O:24][C:25](=[O:41])[CH2:26][N:27]=[C:28]([C:35]1[CH:40]=[CH:39][CH:38]=[CH:37][CH:36]=1)[C:29]1[CH:34]=[CH:33][CH:32]=[CH:31][CH:30]=1)[CH3:23].C[Si]([N-][Si](C)(C)C)(C)C.[Li+]. Product: [C:29]1([C:28](=[N:27][CH:26]([C@H:12]([CH2:13][CH3:14])[CH2:15][CH:16]([CH3:21])[CH2:17][CH2:18][CH:19]=[CH2:20])[C:25]([O:24][CH2:22][CH3:23])=[O:41])[C:35]2[CH:40]=[CH:39][CH:38]=[CH:37][CH:36]=2)[CH:30]=[CH:31][CH:32]=[CH:33][CH:34]=1. The catalyst class is: 11. (7) Reactant: [Cl:1][C:2]1[CH:3]=[C:4](/[CH:8]=[CH:9]\[CH2:10][CH2:11][N:12]2C(=O)C3C(=CC=CC=3)C2=O)[CH:5]=[CH:6][CH:7]=1.O.NN. Product: [Cl:1][C:2]1[CH:3]=[C:4](/[CH:8]=[CH:9]\[CH2:10][CH2:11][NH2:12])[CH:5]=[CH:6][CH:7]=1. The catalyst class is: 8.